Dataset: Full USPTO retrosynthesis dataset with 1.9M reactions from patents (1976-2016). Task: Predict the reactants needed to synthesize the given product. (1) Given the product [C:24]([CH2:23][CH2:22][N:21]([CH2:20][C:18]1[S:19][C:15]([C:13]2[CH:12]=[CH:11][N:10]=[C:9]([NH:8][CH:6]3[CH2:5][C:4]([CH3:27])([CH3:26])[NH:3][C:2]([CH3:28])([CH3:1])[CH2:7]3)[N:14]=2)=[CH:16][CH:17]=1)[C:36](=[O:38])[CH3:37])#[N:25], predict the reactants needed to synthesize it. The reactants are: [CH3:1][C:2]1([CH3:28])[CH2:7][CH:6]([NH:8][C:9]2[N:14]=[C:13]([C:15]3[S:19][C:18]([CH2:20][NH:21][CH2:22][CH2:23][C:24]#[N:25])=[CH:17][CH:16]=3)[CH:12]=[CH:11][N:10]=2)[CH2:5][C:4]([CH3:27])([CH3:26])[NH:3]1.C(N(CC)CC)C.[C:36](OC(=O)C)(=[O:38])[CH3:37]. (2) Given the product [N+:8]([C:3]1[CH:4]=[CH:5][CH:6]=[CH:7][C:2]=1[NH:18][C:17]1[CH:19]=[CH:20][C:14]([O:13][C:12]([F:11])([F:21])[F:22])=[CH:15][CH:16]=1)([O-:10])=[O:9], predict the reactants needed to synthesize it. The reactants are: F[C:2]1[CH:7]=[CH:6][CH:5]=[CH:4][C:3]=1[N+:8]([O-:10])=[O:9].[F:11][C:12]([F:22])([F:21])[O:13][C:14]1[CH:20]=[CH:19][C:17]([NH2:18])=[CH:16][CH:15]=1.C([O-])(C)(C)C.[K+].ClCCl.